From a dataset of Full USPTO retrosynthesis dataset with 1.9M reactions from patents (1976-2016). Predict the reactants needed to synthesize the given product. (1) Given the product [NH:1]1[C:5]2[CH:6]=[CH:7][C:8]([NH:10][C:11](=[O:49])[C@@H:12]([NH:31][C:32]([C@H:34]3[CH2:35][CH2:36][C@H:37]([CH2:40][NH:41][C:42]([O:44][C:45]([CH3:47])([CH3:46])[CH3:48])=[O:43])[CH2:38][CH2:39]3)=[O:33])[CH2:13][C:14]3[CH:15]=[CH:16][C:17]([C:20]4[CH:25]=[CH:24][C:23]([C:26]([OH:28])=[O:27])=[CH:22][C:21]=4[CH3:30])=[CH:18][CH:19]=3)=[CH:9][C:4]=2[N:3]=[N:2]1, predict the reactants needed to synthesize it. The reactants are: [NH:1]1[C:5]2[CH:6]=[CH:7][C:8]([NH:10][C:11](=[O:49])[C@@H:12]([NH:31][C:32]([C@H:34]3[CH2:39][CH2:38][C@H:37]([CH2:40][NH:41][C:42]([O:44][C:45]([CH3:48])([CH3:47])[CH3:46])=[O:43])[CH2:36][CH2:35]3)=[O:33])[CH2:13][C:14]3[CH:19]=[CH:18][C:17]([C:20]4[CH:25]=[CH:24][C:23]([C:26]([O:28]C)=[O:27])=[CH:22][C:21]=4[CH3:30])=[CH:16][CH:15]=3)=[CH:9][C:4]=2[N:3]=[N:2]1.O.[OH-].[Li+].Cl. (2) Given the product [CH3:8][Si:9]([C:12]#[C:13][C:2]1[CH:3]=[N:4][CH:5]=[N:6][CH:7]=1)([CH3:11])[CH3:10], predict the reactants needed to synthesize it. The reactants are: Br[C:2]1[CH:3]=[N:4][CH:5]=[N:6][CH:7]=1.[CH3:8][Si:9]([C:12]#[CH:13])([CH3:11])[CH3:10]. (3) Given the product [CH3:16][CH2:17][C:12]([CH3:1])([CH3:13])[CH3:10].[CH:10]([C:12]1[CH:17]=[CH:16][CH:15]=[CH:14][CH:13]=1)([CH3:11])[CH3:9], predict the reactants needed to synthesize it. The reactants are: [CH2:1]=CCCCCCC.[CH3:9][C:10]([C:12]1[CH:17]=[CH:16][CH:15]=[CH:14][CH:13]=1)=[CH2:11]. (4) Given the product [C:21]([C:19]1[N:20]=[C:16]([C:14]([NH:13][C:10]2[CH:11]=[CH:12][C:7]([C:4]([CH3:6])([CH3:5])[C:3]([OH:29])=[O:2])=[CH:8][C:9]=2[C:23]2[CH2:28][CH2:27][CH2:26][CH2:25][CH:24]=2)=[O:15])[NH:17][CH:18]=1)#[N:22], predict the reactants needed to synthesize it. The reactants are: C[O:2][C:3](=[O:29])[C:4]([C:7]1[CH:12]=[CH:11][C:10]([NH:13][C:14]([C:16]2[NH:17][CH:18]=[C:19]([C:21]#[N:22])[N:20]=2)=[O:15])=[C:9]([C:23]2[CH2:28][CH2:27][CH2:26][CH2:25][CH:24]=2)[CH:8]=1)([CH3:6])[CH3:5].[OH-].[Na+].O.